Dataset: Full USPTO retrosynthesis dataset with 1.9M reactions from patents (1976-2016). Task: Predict the reactants needed to synthesize the given product. (1) The reactants are: [OH:1][C:2]1[CH:7]=[CH:6][C:5]([Br:8])=[CH:4][C:3]=1[CH2:9][C:10]([OH:12])=[O:11].CC(C)([O-])C.[K+].[CH2:19](Br)[C:20]1[CH:25]=[CH:24][CH:23]=[CH:22][CH:21]=1. Given the product [CH2:19]([O:1][C:2]1[CH:7]=[CH:6][C:5]([Br:8])=[CH:4][C:3]=1[CH2:9][C:10]([OH:12])=[O:11])[C:20]1[CH:25]=[CH:24][CH:23]=[CH:22][CH:21]=1, predict the reactants needed to synthesize it. (2) The reactants are: [Cl-].[K+].C1N([CH2:9][CH2:10][OH:11])CCN(CCS(O)(=O)=O)C1.[Na+].[Cl-].OP([O-])(O)=O.[K+].Cl.[OH2:27]. Given the product [O:27]=[CH:9][C@@H:10]([C@H:9]([C@@H:10]([C@@H:9]([CH2:10][OH:11])[OH:27])[OH:11])[OH:27])[OH:11], predict the reactants needed to synthesize it. (3) Given the product [Cl:37][C:21]1[CH:22]=[C:23]([NH:27][C:28]2[CH:36]=[CH:35][CH:34]=[CH:33][C:29]=2[C:30]([OH:32])=[O:31])[CH:24]=[C:25]([Cl:26])[C:20]=1[O:19][CH2:18][CH2:17][O:16][CH2:15][CH2:14][O:13][CH2:12][CH2:11][NH:10][C:45]([NH:44][C:43]1[CH:42]=[C:41]2[C:40](=[CH:39][CH:38]=1)[C:50]1([C:51]3[CH:56]=[CH:55][C:54]([OH:57])=[CH:53][C:52]=3[O:58][C:59]3[C:60]1=[CH:61][CH:62]=[C:63]([OH:65])[CH:64]=3)[O:49][C:47]2=[O:48])=[S:46], predict the reactants needed to synthesize it. The reactants are: C(N(CC)C(C)C)(C)C.[NH2:10][CH2:11][CH2:12][O:13][CH2:14][CH2:15][O:16][CH2:17][CH2:18][O:19][C:20]1[C:25]([Cl:26])=[CH:24][C:23]([NH:27][C:28]2[CH:36]=[CH:35][CH:34]=[CH:33][C:29]=2[C:30]([OH:32])=[O:31])=[CH:22][C:21]=1[Cl:37].[CH:38]1[C:43]([N:44]=[C:45]=[S:46])=[CH:42][C:41]2[C:47]([O:49][C:50]3([C:60]4[CH:61]=[CH:62][C:63]([OH:65])=[CH:64][C:59]=4[O:58][C:52]4[CH:53]=[C:54]([OH:57])[CH:55]=[CH:56][C:51]3=4)[C:40]=2[CH:39]=1)=[O:48]. (4) Given the product [N:11]1([C:2]2[CH:3]=[CH:4][C:5]3[N:6]([CH:8]=[CH:9][N:10]=3)[CH:7]=2)[CH:15]=[CH:14][CH:13]=[N:12]1, predict the reactants needed to synthesize it. The reactants are: I[C:2]1[CH:3]=[CH:4][C:5]2[N:6]([CH:8]=[CH:9][N:10]=2)[CH:7]=1.[NH:11]1[CH:15]=[CH:14][CH:13]=[N:12]1.[C@H]1(N)CCCC[C@@H]1N.P([O-])([O-])([O-])=O.[K+].[K+].[K+]. (5) Given the product [CH:2]1([CH2:1][N:3]2[C:7]([C:8]3[S:18][C:11]4[N:12]=[CH:13][N:14]=[C:15]([NH2:27])[C:10]=4[CH:9]=3)=[C:6]([C:19]3[CH:20]=[CH:21][CH:22]=[CH:23][CH:24]=3)[N:5]=[CH:4]2)[CH2:32][CH2:33][CH2:28][CH2:29][CH2:30]1, predict the reactants needed to synthesize it. The reactants are: [CH2:1]([N:3]1[C:7]([C:8]2[S:18][C:11]3[N:12]=[CH:13][N:14]=[C:15](SC)[C:10]=3[CH:9]=2)=[C:6]([C:19]2[CH:24]=[CH:23][CH:22]=[CH:21][CH:20]=2)[N:5]=[CH:4]1)[CH3:2].C([NH2:27])C.[CH:28]1(CN)[CH2:33][CH2:32]C[CH2:30][CH2:29]1.